This data is from Peptide-MHC class I binding affinity with 185,985 pairs from IEDB/IMGT. The task is: Regression. Given a peptide amino acid sequence and an MHC pseudo amino acid sequence, predict their binding affinity value. This is MHC class I binding data. (1) The peptide sequence is SIFFDYMAI. The MHC is HLA-B51:01 with pseudo-sequence HLA-B51:01. The binding affinity (normalized) is 0.213. (2) The peptide sequence is YQKKNASVY. The MHC is HLA-A69:01 with pseudo-sequence HLA-A69:01. The binding affinity (normalized) is 0.0847. (3) The peptide sequence is LQKIPLQWF. The MHC is HLA-A25:01 with pseudo-sequence HLA-A25:01. The binding affinity (normalized) is 0.0847.